From a dataset of Full USPTO retrosynthesis dataset with 1.9M reactions from patents (1976-2016). Predict the reactants needed to synthesize the given product. (1) Given the product [CH3:1][C:2]1[N:6]([CH2:11][C:12]([N:14]2[CH2:15][CH2:16][N:17]([C:20]3[CH:34]=[CH:33][CH:32]=[CH:31][C:21]=3[C:22]([NH:24][C:25]3[CH:26]=[CH:27][CH:28]=[CH:29][CH:30]=3)=[O:23])[CH2:18][CH2:19]2)=[O:13])[CH:5]=[C:4]([CH3:7])[N:3]=1, predict the reactants needed to synthesize it. The reactants are: [CH3:1][C:2]1[NH:3][C:4]([CH3:7])=[CH:5][N:6]=1.[H-].[Na+].Cl[CH2:11][C:12]([N:14]1[CH2:19][CH2:18][N:17]([C:20]2[CH:34]=[CH:33][CH:32]=[CH:31][C:21]=2[C:22]([NH:24][C:25]2[CH:30]=[CH:29][CH:28]=[CH:27][CH:26]=2)=[O:23])[CH2:16][CH2:15]1)=[O:13]. (2) The reactants are: [Li+].C[Si]([N-][Si](C)(C)C)(C)C.[NH2:11][C:12]1[CH:17]=[CH:16][CH:15]=[CH:14][CH:13]=1.[Cl:18][C:19]1[C:24](F)=[C:23]([N+:26]([O-:28])=[O:27])[CH:22]=[CH:21][C:20]=1[F:29]. Given the product [Cl:18][C:19]1[C:20]([F:29])=[CH:21][CH:22]=[C:23]([N+:26]([O-:28])=[O:27])[C:24]=1[NH:11][C:12]1[CH:17]=[CH:16][CH:15]=[CH:14][CH:13]=1, predict the reactants needed to synthesize it.